Dataset: Reaction yield outcomes from USPTO patents with 853,638 reactions. Task: Predict the reaction yield, written as a fraction of the theoretical maximum amount of product (1.0 means a 100% yield; for example, 0.34 means a 34% yield). (1) The reactants are [NH2:1][C:2]1[CH:10]=[CH:9][CH:8]=[C:7]([CH3:11])[C:3]=1[C:4]([OH:6])=O.O=S(Cl)Cl.[Cl:16][C:17]1[CH:23]=[CH:22][CH:21]=[CH:20][C:18]=1[NH2:19].C(Cl)(Cl)Cl. The catalyst is C1C=CC=CC=1. The product is [NH2:1][C:2]1[CH:10]=[CH:9][CH:8]=[C:7]([CH3:11])[C:3]=1[C:4]([NH:19][C:18]1[CH:20]=[CH:21][CH:22]=[CH:23][C:17]=1[Cl:16])=[O:6]. The yield is 0.510. (2) The product is [C:16]([Si:20]([CH3:23])([CH3:22])[O:6][C@H:4]1[C@H:3]2[O:7][CH2:8][C@@H:9]([OH:10])[C@H:2]2[O:1][CH2:5]1)([CH3:19])([CH3:18])[CH3:17]. The catalyst is CN(C)C=O. The reactants are [O:1]1[CH2:5][C@@H:4]([OH:6])[C@H:3]2[O:7][CH2:8][C@@H:9]([OH:10])[C@@H:2]12.N1C=CN=C1.[C:16]([Si:20]([CH3:23])([CH3:22])Cl)([CH3:19])([CH3:18])[CH3:17]. The yield is 0.360. (3) The reactants are Br[C:2]1[CH:3]=[C:4]2[C:8](=[C:9]([CH3:11])[CH:10]=1)[C:7](=O)[N:6]([CH2:13][C:14]1[CH:19]=[CH:18][C:17]([O:20][C:21]([F:24])([F:23])[F:22])=[CH:16][CH:15]=1)[CH2:5]2.[CH3:25][N:26]1[CH2:31][CH2:30][N:29]([CH2:32][CH2:33][OH:34])[CH2:28][CH2:27]1.C([O-])([O-])=O.[Cs+].[Cs+].C(Cl)(Cl)Cl.CO. The catalyst is C1(C)C=CC=CC=1.CC([O-])=O.CC([O-])=O.[Pd+2]. The product is [CH3:11][C:9]1[CH:10]=[C:2]([O:34][CH2:33][CH2:32][N:29]2[CH2:30][CH2:31][N:26]([CH3:25])[CH2:27][CH2:28]2)[CH:3]=[C:4]2[C:8]=1[CH2:7][N:6]([CH2:13][C:14]1[CH:19]=[CH:18][C:17]([O:20][C:21]([F:23])([F:22])[F:24])=[CH:16][CH:15]=1)[CH2:5]2. The yield is 0.180. (4) The reactants are [NH2:1][C:2]1[C:10]2[C:9]([CH3:11])=[N:8][C:7]([C:12]3[CH:17]=[CH:16][C:15]([O:18][CH:19]([CH3:21])[CH3:20])=[CH:14][CH:13]=3)=[N:6][C:5]=2[S:4][C:3]=1[C:22]([NH2:24])=[O:23].[O:25]=[C:26](Cl)OC(Cl)(Cl)Cl.O. The catalyst is O1CCOCC1. The product is [CH3:11][C:9]1[C:10]2[C:2]3[NH:1][C:26](=[O:25])[NH:24][C:22](=[O:23])[C:3]=3[S:4][C:5]=2[N:6]=[C:7]([C:12]2[CH:13]=[CH:14][C:15]([O:18][CH:19]([CH3:21])[CH3:20])=[CH:16][CH:17]=2)[N:8]=1. The yield is 0.680.